From a dataset of Full USPTO retrosynthesis dataset with 1.9M reactions from patents (1976-2016). Predict the reactants needed to synthesize the given product. (1) Given the product [CH2:7]([N:10]([CH3:17])[C:11](=[O:16])[O:12][CH:13]([CH3:15])[CH3:14])[CH2:8][CH:9]=[CH2:1], predict the reactants needed to synthesize it. The reactants are: [CH3:1]NCCC=C.[CH2:7]([N:10]([CH3:17])[C:11](=[O:16])[O:12][CH:13]([CH3:15])[CH3:14])[CH:8]=[CH2:9]. (2) The reactants are: [CH3:1][C:2]1[C:7]([C:8]2[CH:13]=[CH:12][CH:11]=[CH:10][CH:9]=2)=[CH:6][C:5]([S:14]([C:17]2[CH:27]=[CH:26][C:20]3[CH2:21][CH2:22][NH:23][CH2:24][CH2:25][C:19]=3[CH:18]=2)(=[O:16])=[O:15])=[CH:4][CH:3]=1.[C:28](O[BH-](OC(=O)C)OC(=O)C)(=O)C.[Na+].C=O.ClCCCl. Given the product [CH3:1][C:2]1[C:7]([C:8]2[CH:9]=[CH:10][CH:11]=[CH:12][CH:13]=2)=[CH:6][C:5]([S:14]([C:17]2[CH:27]=[CH:26][C:20]3[CH2:21][CH2:22][N:23]([CH3:28])[CH2:24][CH2:25][C:19]=3[CH:18]=2)(=[O:16])=[O:15])=[CH:4][CH:3]=1, predict the reactants needed to synthesize it.